Dataset: Reaction yield outcomes from USPTO patents with 853,638 reactions. Task: Predict the reaction yield, written as a fraction of the theoretical maximum amount of product (1.0 means a 100% yield; for example, 0.34 means a 34% yield). The reactants are [Li+].CC([N-]C(C)C)C.[C:9]1(=[O:15])[CH2:14][CH2:13][CH2:12][CH2:11][CH2:10]1.[CH2:16]([O:18][C:19](=[O:38])[CH:20]([CH:32]1[CH2:37][CH2:36][CH2:35][CH2:34][CH2:33]1)[C:21](N1C2C=CC=CC=2N=N1)=[O:22])[CH3:17]. The catalyst is C1COCC1. The product is [CH2:16]([O:18][C:19](=[O:38])[CH:20]([CH:32]1[CH2:37][CH2:36][CH2:35][CH2:34][CH2:33]1)[C:21](=[O:22])[CH:10]1[CH2:11][CH2:12][CH2:13][CH2:14][C:9]1=[O:15])[CH3:17]. The yield is 0.210.